This data is from Retrosynthesis with 50K atom-mapped reactions and 10 reaction types from USPTO. The task is: Predict the reactants needed to synthesize the given product. (1) Given the product CC(C)(C)OC(=O)N(CCC(F)(F)F)c1cc(Br)nn2ccnc12, predict the reactants needed to synthesize it. The reactants are: CC(C)(C)OC(=O)OC(=O)OC(C)(C)C.FC(F)(F)CCNc1cc(Br)nn2ccnc12. (2) Given the product CCOC(=O)Cc1ccc(-c2ccc(-c3onc(C)c3[C@H](O)CSCc3ccccc3)cc2)cc1, predict the reactants needed to synthesize it. The reactants are: CCOC(=O)Cc1ccc(B2OC(C)(C)C(C)(C)O2)cc1.Cc1noc(-c2ccc(Br)cc2)c1[C@H](O)CSCc1ccccc1. (3) Given the product CC(C)(C)c1nc(N)sc1C#N, predict the reactants needed to synthesize it. The reactants are: CC(C)(C)C(=O)C(Br)C#N.NC(N)=S. (4) The reactants are: CC(=O)c1ccc(B(O)O)cc1.O=S1(=O)NC2CCCN2c2ccc(O)cc21. Given the product CC(=O)c1ccc(Oc2ccc3c(c2)S(=O)(=O)NC2CCCN32)cc1, predict the reactants needed to synthesize it.